From a dataset of Catalyst prediction with 721,799 reactions and 888 catalyst types from USPTO. Predict which catalyst facilitates the given reaction. (1) Reactant: C[O:2][C:3]([C:5]1[S:9][C:8]2[CH:10]=[CH:11][C:12]([O:14][CH:15]3[CH2:20][CH2:19][N:18]([CH:21]([CH3:23])[CH3:22])[CH2:17][CH2:16]3)=[CH:13][C:7]=2[CH:6]=1)=[O:4].[OH-].[Na+].Cl. Product: [CH:21]([N:18]1[CH2:19][CH2:20][CH:15]([O:14][C:12]2[CH:11]=[CH:10][C:8]3[S:9][C:5]([C:3]([OH:4])=[O:2])=[CH:6][C:7]=3[CH:13]=2)[CH2:16][CH2:17]1)([CH3:23])[CH3:22]. The catalyst class is: 219. (2) Reactant: [NH2:1][C:2]1[CH:7]=[CH:6][CH:5]=[CH:4][C:3]=1[CH2:8][CH2:9][CH2:10][OH:11].[CH:12]1([CH2:18][C:19](O)=[O:20])[CH2:17][CH2:16][CH2:15][CH2:14][CH2:13]1.ON1C2C=CC=CC=2N=N1.C(Cl)(Cl)Cl. Product: [CH:12]1([CH2:18][C:19]([NH:1][C:2]2[CH:7]=[CH:6][CH:5]=[CH:4][C:3]=2[CH2:8][CH2:9][CH2:10][OH:11])=[O:20])[CH2:17][CH2:16][CH2:15][CH2:14][CH2:13]1. The catalyst class is: 4. (3) Reactant: [F:1][C:2]1[C:7]2[CH2:8][CH2:9][CH2:10][NH:11][CH2:12][C:6]=2[CH:5]=[CH:4][C:3]=1[NH2:13].NC1C=CC2CN([C:25]([O:27][C:28]([CH3:31])([CH3:30])[CH3:29])=[O:26])CCCC=2C=1.ClCCl. The catalyst class is: 12. Product: [NH2:13][C:3]1[CH:4]=[CH:5][C:6]2[CH2:12][N:11]([C:25]([O:27][C:28]([CH3:31])([CH3:30])[CH3:29])=[O:26])[CH2:10][CH2:9][CH2:8][C:7]=2[C:2]=1[F:1].